Dataset: Reaction yield outcomes from USPTO patents with 853,638 reactions. Task: Predict the reaction yield, written as a fraction of the theoretical maximum amount of product (1.0 means a 100% yield; for example, 0.34 means a 34% yield). (1) The reactants are Cl.[Cl:2][C:3]1[CH:8]=[CH:7][C:6]([C:9]([CH:11]2[CH2:16][CH2:15][NH:14][CH2:13][CH2:12]2)=[O:10])=[CH:5][CH:4]=1.C(N(CC)CC)C.Br[CH2:25][C:26]([C:28]1[S:29][CH:30]=[CH:31][CH:32]=1)=[O:27].Cl. The catalyst is C(Cl)Cl.CCOCC. The product is [S:29]1[CH:30]=[CH:31][CH:32]=[C:28]1[C:26]([CH2:25][N:14]1[CH2:15][CH2:16][CH:11]([C:9](=[O:10])[C:6]2[CH:7]=[CH:8][C:3]([Cl:2])=[CH:4][CH:5]=2)[CH2:12][CH2:13]1)=[O:27]. The yield is 0.170. (2) The reactants are [OH:1][CH2:2][CH2:3][CH:4]=[CH:5][CH2:6][N:7]1[C:11](=[O:12])[O:10][N:9]=[C:8]1[CH3:13].C(N(CC)CC)C.[CH3:21][S:22](Cl)(=[O:24])=[O:23]. The catalyst is C(Cl)Cl.C(OCC)(=O)C. The yield is 0.580. The product is [CH3:13][C:8]1[N:7]([CH2:6][CH:5]=[CH:4][CH2:3][CH2:2][O:1][S:22]([CH3:21])(=[O:24])=[O:23])[C:11](=[O:12])[O:10][N:9]=1. (3) The reactants are [N:1]1[CH:6]=[CH:5][C:4](=[O:7])[NH:3][CH:2]=1.[Cl:8]Cl. The catalyst is C(O)(=O)C. The product is [Cl-:8].[Cl:8][C:5]1[C:4](=[O:7])[NH2+:3][CH:2]=[N:1][CH:6]=1. The yield is 0.840. (4) The reactants are Br[CH2:2][C:3]([C:5]1[C:10]([CH3:11])=[CH:9][C:8]([O:12][CH3:13])=[CH:7][C:6]=1[CH3:14])=O.[NH2:15][C:16]([NH2:18])=[S:17]. The catalyst is CCO. The product is [CH3:13][O:12][C:8]1[CH:9]=[C:10]([CH3:11])[C:5]([C:3]2[N:15]=[C:16]([NH2:18])[S:17][CH:2]=2)=[C:6]([CH3:14])[CH:7]=1. The yield is 0.660.